Dataset: Forward reaction prediction with 1.9M reactions from USPTO patents (1976-2016). Task: Predict the product of the given reaction. The product is: [NH2:1][C:2]1[C:11]2[C:6](=[C:7]([C:22]3[CH:23]=[CH:24][C:25]([O:27][CH3:28])=[CH:26][C:21]=3[F:20])[C:8]([F:12])=[CH:9][CH:10]=2)[N:5]=[N:4][C:3]=1[C:14]([NH:16][CH2:17][CH2:18][CH3:19])=[O:15]. Given the reactants [NH2:1][C:2]1[C:11]2[C:6](=[C:7](I)[C:8]([F:12])=[CH:9][CH:10]=2)[N:5]=[N:4][C:3]=1[C:14]([NH:16][CH2:17][CH2:18][CH3:19])=[O:15].[F:20][C:21]1[CH:26]=[C:25]([O:27][CH3:28])[CH:24]=[CH:23][C:22]=1B(O)O, predict the reaction product.